Predict the reaction yield, written as a fraction of the theoretical maximum amount of product (1.0 means a 100% yield; for example, 0.34 means a 34% yield). From a dataset of Reaction yield outcomes from USPTO patents with 853,638 reactions. (1) The yield is 0.294. The catalyst is CC(O)=O. The reactants are [OH:1][C:2]1[CH:7]=[C:6]([OH:8])[CH:5]=[CH:4][C:3]=1[C:9]([C:11]1[CH:16]=[CH:15][C:14]([N+:17]([O-])=O)=[CH:13][C:12]=1[OH:20])=[O:10].CCCCCC.CCOC(C)=O. The product is [NH2:17][C:14]1[CH:15]=[CH:16][C:11]([C:9]([C:3]2[CH:4]=[CH:5][C:6]([OH:8])=[CH:7][C:2]=2[OH:1])=[O:10])=[C:12]([OH:20])[CH:13]=1. (2) The reactants are [C:1]([N:4]1[CH2:9][CH2:8][C:7]2[N:10]([CH3:32])[N:11]=[C:12]([NH:13][C:14]3[CH:19]=[CH:18][C:17]([C:20]4[CH:21]=[N:22][N:23](C(OC(C)(C)C)=O)[CH:24]=4)=[CH:16][CH:15]=3)[C:6]=2[CH2:5]1)(=[O:3])[CH3:2].C(O)(C(F)(F)F)=O. The product is [NH:22]1[CH:21]=[C:20]([C:17]2[CH:18]=[CH:19][C:14]([NH:13][C:12]3[C:6]4[CH2:5][N:4]([C:1](=[O:3])[CH3:2])[CH2:9][CH2:8][C:7]=4[N:10]([CH3:32])[N:11]=3)=[CH:15][CH:16]=2)[CH:24]=[N:23]1. The catalyst is C(Cl)Cl. The yield is 0.0600. (3) The reactants are Br[CH2:2][CH2:3][O:4][C:5]1[CH:14]=[C:13]2[C:8]([C:9]([O:15][C:16]3[CH:21]=[CH:20][C:19]([NH:22][C:23]([NH:25][CH2:26][CH2:27][CH3:28])=[O:24])=[C:18]([Cl:29])[CH:17]=3)=[CH:10][CH:11]=[N:12]2)=[CH:7][C:6]=1[O:30][CH3:31].C(=O)([O-])[O-].[K+].[K+].[CH3:38][N:39]1[CH2:44][CH2:43][NH:42][CH2:41][CH2:40]1.O. The catalyst is CN(C)C=O. The product is [Cl:29][C:18]1[CH:17]=[C:16]([O:15][C:9]2[C:8]3[C:13](=[CH:14][C:5]([O:4][CH2:3][CH2:2][N:42]4[CH2:43][CH2:44][N:39]([CH3:38])[CH2:40][CH2:41]4)=[C:6]([O:30][CH3:31])[CH:7]=3)[N:12]=[CH:11][CH:10]=2)[CH:21]=[CH:20][C:19]=1[NH:22][C:23]([NH:25][CH2:26][CH2:27][CH3:28])=[O:24]. The yield is 1.00. (4) The reactants are [NH2:1][CH2:2][CH2:3][CH2:4][NH:5]C(=O)OC(C)(C)C.C(N(CC)CC)C.[CH3:20][S:21]([Cl:24])(=[O:23])=[O:22].C(OCC)(=O)C. The catalyst is C1COCC1. The product is [ClH:24].[NH2:1][CH2:2][CH2:3][CH2:4][NH:5][S:21]([CH3:20])(=[O:23])=[O:22]. The yield is 0.780. (5) The reactants are [C:1]([OH:6])(=O)[C@H:2]([CH3:4])[OH:3].O.ON1C2C=CC=CC=2N=N1.Cl.C(N=C=NCCCN(C)C)C.C(N(CC)CC)C.[CH:37]1([CH2:40][N:41]2[C:49]([N:50]3[CH2:55][CH2:54][NH:53][C@@H:52]([CH3:56])[CH2:51]3)=[N:48][C:47]3[C:42]2=[N:43][C:44]([C:63]2[CH:64]=[N:65][C:66]([NH2:69])=[N:67][CH:68]=2)=[N:45][C:46]=3[N:57]2[CH2:62][CH2:61][O:60][CH2:59][CH2:58]2)[CH2:39][CH2:38]1. The catalyst is C(Cl)Cl.CO.CN(C)C=O. The product is [NH2:69][C:66]1[N:65]=[CH:64][C:63]([C:44]2[N:43]=[C:42]3[C:47]([N:48]=[C:49]([N:50]4[CH2:55][CH2:54][N:53]([C:1](=[O:6])[C@@H:2]([OH:3])[CH3:4])[C@@H:52]([CH3:56])[CH2:51]4)[N:41]3[CH2:40][CH:37]3[CH2:39][CH2:38]3)=[C:46]([N:57]3[CH2:62][CH2:61][O:60][CH2:59][CH2:58]3)[N:45]=2)=[CH:68][N:67]=1. The yield is 0.670. (6) The reactants are [F:1][C:2]1[C:7](=[O:8])[N:6]([CH3:9])[C:5]([NH:10][C:11]2[CH:16]=[CH:15][C:14]([S:17][CH3:18])=[CH:13][C:12]=2[F:19])=[C:4]([C:20]([NH:22][O:23][CH2:24][CH2:25][O:26]C=C)=[O:21])[CH:3]=1.Cl.[OH-].[Na+]. The catalyst is CCO.CCOC(C)=O.O. The product is [F:1][C:2]1[C:7](=[O:8])[N:6]([CH3:9])[C:5]([NH:10][C:11]2[CH:16]=[CH:15][C:14]([S:17][CH3:18])=[CH:13][C:12]=2[F:19])=[C:4]([C:20]([NH:22][O:23][CH2:24][CH2:25][OH:26])=[O:21])[CH:3]=1. The yield is 0.700. (7) The reactants are [Cl:1][C:2]1[CH:7]=[C:6]([CH2:8]O)[CH:5]=[C:4]([NH:10][CH2:11][C:12]2[CH:17]=[CH:16][C:15]([O:18][CH3:19])=[CH:14][CH:13]=2)[N:3]=1.C(N(CC)CC)C.CS(Cl)(=O)=O.[CH:32]([C:35]1[C:40](=[O:41])[NH:39][C:38](=[O:42])[NH:37][C:36]=1[O:43][C:44]1[CH:45]=[C:46]([CH:49]=[C:50]([CH3:52])[CH:51]=1)[C:47]#[N:48])([CH3:34])[CH3:33].C(=O)([O-])[O-].[K+].[K+].[I-].[Li+]. The catalyst is C(Cl)(Cl)Cl.ClCCl.CN(C=O)C. The product is [Cl:1][C:2]1[CH:7]=[C:6]([CH2:8][N:37]2[C:36]([O:43][C:44]3[CH:45]=[C:46]([CH:49]=[C:50]([CH3:52])[CH:51]=3)[C:47]#[N:48])=[C:35]([CH:32]([CH3:33])[CH3:34])[C:40](=[O:41])[NH:39][C:38]2=[O:42])[CH:5]=[C:4]([NH:10][CH2:11][C:12]2[CH:17]=[CH:16][C:15]([O:18][CH3:19])=[CH:14][CH:13]=2)[N:3]=1. The yield is 0.450.